From a dataset of Full USPTO retrosynthesis dataset with 1.9M reactions from patents (1976-2016). Predict the reactants needed to synthesize the given product. (1) Given the product [F:23][C:2]([F:1])([F:22])[C:3]1[CH:4]=[C:5]([CH:15]=[C:16]([C:18]([F:21])([F:20])[F:19])[CH:17]=1)[CH2:6][N:7]([C:8]1[N:13]=[CH:12][C:11]([Br:14])=[CH:10][N:9]=1)[CH2:27][C:28]1[N:36]([CH2:37][CH:38]2[CH2:39][CH2:40]2)[C:31]2[C:30]([N:29]=1)=[N:47][CH:46]=[CH:44][CH:45]=2, predict the reactants needed to synthesize it. The reactants are: [F:1][C:2]([F:23])([F:22])[C:3]1[CH:4]=[C:5]([CH:15]=[C:16]([C:18]([F:21])([F:20])[F:19])[CH:17]=1)[CH2:6][NH:7][C:8]1[N:13]=[CH:12][C:11]([Br:14])=[CH:10][N:9]=1.[H-].[Na+].Cl[CH2:27][C:28]1[N:36]([CH2:37][CH:38]2[CH2:40][CH2:39]2)[C:31]2=NC=CC=[C:30]2[N:29]=1.C(O[CH2:44][CH3:45])C.[CH3:46][N:47](C)C=O. (2) Given the product [Cl:19][C:15]1[CH:14]=[C:13]([CH:18]=[CH:17][CH:16]=1)[CH2:12][C:3]1[CH:4]=[C:5]([CH:7]2[O:11][CH2:10][CH2:9][O:8]2)[S:6][C:2]=1[CH2:58][CH:55]1[CH2:56][CH2:57][O:52][CH2:53][CH2:54]1, predict the reactants needed to synthesize it. The reactants are: Br[C:2]1[S:6][C:5]([CH:7]2[O:11][CH2:10][CH2:9][O:8]2)=[CH:4][C:3]=1[CH2:12][C:13]1[CH:18]=[CH:17][CH:16]=[C:15]([Cl:19])[CH:14]=1.C1(P(C2CCCCC2)C2C=CC=CC=2C2C(N(C)C)=CC=CC=2N(C)C)CCCCC1.[Br-].[O:52]1[CH2:57][CH2:56][CH:55]([CH2:58][Zn+])[CH2:54][CH2:53]1.CC(N(C)C)=O. (3) Given the product [F:1][C:2]1[CH:3]=[C:4]([C:21]2[CH:22]=[CH:23][C:24]([C:27]([N:30]3[CH2:34][CH2:33][CH2:32][C@H:31]3[C:35]([NH2:37])=[O:36])=[O:29])=[N:25][CH:26]=2)[CH:5]=[CH:6][C:7]=1[O:8][CH2:9][CH:10]1[CH2:11][CH2:12][N:13]([CH2:16][C:17]([F:20])([CH3:19])[CH3:18])[CH2:14][CH2:15]1, predict the reactants needed to synthesize it. The reactants are: [F:1][C:2]1[CH:3]=[C:4]([C:21]2[CH:22]=[CH:23][C:24]([C:27]([OH:29])=O)=[N:25][CH:26]=2)[CH:5]=[CH:6][C:7]=1[O:8][CH2:9][CH:10]1[CH2:15][CH2:14][N:13]([CH2:16][C:17]([F:20])([CH3:19])[CH3:18])[CH2:12][CH2:11]1.[NH:30]1[CH2:34][CH2:33][CH2:32][C@H:31]1[C:35]([NH2:37])=[O:36].CCN(C(C)C)C(C)C.CCN=C=NCCCN(C)C.C1C=CC2N(O)N=NC=2C=1. (4) Given the product [Br:1][C:2]1[CH:3]=[CH:4][CH:5]=[C:6]2[C:15]=1[C:9]1([CH2:10][CH2:11][N:12]([C:27](=[O:28])/[CH:26]=[CH:25]/[C:20]3[CH:21]=[CH:22][CH:23]=[CH:24][C:19]=3[C:18]([F:30])([F:31])[F:17])[CH2:13][CH2:14]1)[NH:8][C:7]2=[O:16], predict the reactants needed to synthesize it. The reactants are: [Br:1][C:2]1[CH:3]=[CH:4][CH:5]=[C:6]2[C:15]=1[C:9]1([CH2:14][CH2:13][NH:12][CH2:11][CH2:10]1)[NH:8][C:7]2=[O:16].[F:17][C:18]([F:31])([F:30])[C:19]1[CH:24]=[CH:23][CH:22]=[CH:21][C:20]=1[CH:25]=[CH:26][C:27](O)=[O:28].CCN=C=NCCCN(C)C.C1C=CC2N(O)N=NC=2C=1.CCN(C(C)C)C(C)C. (5) Given the product [C:49]([O:53][C@@H:54]([CH3:67])[C@H:55]([NH:66][C:5](=[O:7])[C:4]1[CH:8]=[CH:9][C:10]([C:11]([N:13]2[CH2:17][CH:16]=[CH:15][CH2:14]2)=[O:12])=[C:2]([CH3:1])[CH:3]=1)[C:56]1[NH:60][C:59]2[CH:61]=[CH:62][C:63]([Cl:65])=[CH:64][C:58]=2[N:57]=1)([CH3:52])([CH3:50])[CH3:51], predict the reactants needed to synthesize it. The reactants are: [CH3:1][C:2]1[CH:3]=[C:4]([CH:8]=[CH:9][C:10]=1[C:11]([N:13]1[CH2:17][CH:16]=[CH:15][CH2:14]1)=[O:12])[C:5]([OH:7])=O.CN(C(ON1N=NC2C=CC=CC1=2)=[N+](C)C)C.[B-](F)(F)(F)F.C(N(C(C)C)CC)(C)C.[C:49]([O:53][C@@H:54]([CH3:67])[C@H:55]([NH2:66])[C:56]1[NH:60][C:59]2[CH:61]=[CH:62][C:63]([Cl:65])=[CH:64][C:58]=2[N:57]=1)([CH3:52])([CH3:51])[CH3:50].ClCl. (6) Given the product [N:17]1[CH:22]=[CH:21][CH:20]=[C:19]([C:23]2[S:24][C:7]([NH2:6])=[CH:8][N:9]=2)[CH:18]=1, predict the reactants needed to synthesize it. The reactants are: S(=O)(=O)(O)O.[NH2:6][CH2:7][C:8]#[N:9].C(N(CC)CC)C.[N:17]1[CH:22]=[CH:21][CH:20]=[C:19]([C:23](SC)=[S:24])[CH:18]=1. (7) The reactants are: C1(P(C2C=CC=CC=2)C2C=CC=CC=2)C=CC=CC=1.[C:20]([C:23]1[CH:28]=[CH:27][CH:26]=[CH:25][C:24]=1B(O)O)(=[O:22])[CH3:21].O.P([O-])([O-])([O-])=O.[K+].[K+].[K+].Cl[C:42]1[CH:49]=[CH:48][C:45]([C:46]#[N:47])=[CH:44][CH:43]=1. Given the product [C:20]([C:23]1[CH:28]=[CH:27][CH:26]=[CH:25][C:24]=1[C:42]1[CH:49]=[CH:48][C:45]([C:46]#[N:47])=[CH:44][CH:43]=1)(=[O:22])[CH3:21], predict the reactants needed to synthesize it.